This data is from Forward reaction prediction with 1.9M reactions from USPTO patents (1976-2016). The task is: Predict the product of the given reaction. (1) Given the reactants [NH:1]1[CH:5]=[N:4][C:3]([SH:6])=[N:2]1.[CH2:7](O[K])C.[Cl-].[CH:12]([C:14]1[CH:19]=[CH:18][CH:17]=[CH:16][CH:15]=1)=[CH2:13], predict the reaction product. The product is: [CH:12]([C:14]1[CH:19]=[CH:18][C:17]([CH2:7][S:6][C:3]2[N:4]=[CH:5][NH:1][N:2]=2)=[CH:16][CH:15]=1)=[CH2:13]. (2) The product is: [CH2:1]([O:5][C:6](=[O:21])[C@@H:7]([NH:13][C:14]([O:16][C:17]([CH3:18])([CH3:20])[CH3:19])=[O:15])[CH2:8][CH2:9][N:10]([CH3:11])[CH3:12])[CH:2]([CH3:4])[CH3:3].[CH2:1]([O:5][C:6](=[O:21])[C@@H:7]([NH2:13])[CH2:8][CH2:9][N:10]([CH3:11])[CH3:12])[CH:2]([CH3:4])[CH3:3]. Given the reactants [CH2:1]([O:5][C:6](=[O:21])[C@@H:7]([NH:13][C:14]([O:16][C:17]([CH3:20])([CH3:19])[CH3:18])=[O:15])[CH2:8][CH2:9][N:10]([CH3:12])[CH3:11])[CH:2]([CH3:4])[CH3:3].[O-]S(C(F)(F)F)(=O)=O.[Sn+2].[O-]S(C(F)(F)F)(=O)=O, predict the reaction product. (3) Given the reactants [NH2:1]C1C=CC(F)=C([C@]2(C)[C@H]3[C@](C(F)F)(C3)SC(N)=N2)C=1.Br[C:22]1[CH:23]=[CH:24][C:25]([F:56])=[C:26]([C@:28]2([CH3:55])[C@H:34]3[C@:32]([C:35]([O:37][CH3:38])=[O:36])([CH2:33]3)[S:31][C:30]([N:39]([C:48]([O:50][C:51]([CH3:54])([CH3:53])[CH3:52])=[O:49])[CH2:40][O:41][CH2:42][CH2:43][Si:44]([CH3:47])([CH3:46])[CH3:45])=[N:29]2)[CH:27]=1.[N-]=[N+]=[N-].[Na+].O=C1O[C@H]([C@H](CO)O)C([O-])=C1O.[Na+].CP(C)C.C1COCC1, predict the reaction product. The product is: [NH2:1][C:22]1[CH:23]=[CH:24][C:25]([F:56])=[C:26]([C@:28]2([CH3:55])[C@H:34]3[C@:32]([C:35]([O:37][CH3:38])=[O:36])([CH2:33]3)[S:31][C:30]([N:39]([C:48]([O:50][C:51]([CH3:54])([CH3:53])[CH3:52])=[O:49])[CH2:40][O:41][CH2:42][CH2:43][Si:44]([CH3:47])([CH3:46])[CH3:45])=[N:29]2)[CH:27]=1. (4) Given the reactants [F:1][C:2]1[CH:3]=[C:4]([C:8]([C:14]2[CH:19]=[C:18]([C:20]3[C:28]4[C:23](=[N:24][CH:25]=[C:26]([C:29]5[CH:30]=[N:31][N:32]([CH3:34])[CH:33]=5)[N:27]=4)[NH:22][CH:21]=3)[N:17]=[C:16]([NH2:35])[N:15]=2)([O:10]COC)[CH3:9])[CH:5]=[CH:6][CH:7]=1.Cl, predict the reaction product. The product is: [NH2:35][C:16]1[N:15]=[C:14]([C:8]([C:4]2[CH:5]=[CH:6][CH:7]=[C:2]([F:1])[CH:3]=2)([OH:10])[CH3:9])[CH:19]=[C:18]([C:20]2[C:28]3[C:23](=[N:24][CH:25]=[C:26]([C:29]4[CH:30]=[N:31][N:32]([CH3:34])[CH:33]=4)[N:27]=3)[NH:22][CH:21]=2)[N:17]=1. (5) The product is: [CH3:25][C:26]1[N:27]=[CH:28][S:29][C:30]=1[C:31]([N:19]([CH2:2][C:3]1[C:12]2[C:7](=[CH:8][CH:9]=[CH:10][CH:11]=2)[NH:6][C:5](=[O:13])[CH:4]=1)[C:18]1[CH:20]=[CH:21][CH:22]=[C:16]([C:15]([F:23])([F:24])[F:14])[CH:17]=1)=[O:32]. Given the reactants Br[CH2:2][C:3]1[C:12]2[C:7](=[CH:8][CH:9]=[CH:10][CH:11]=2)[NH:6][C:5](=[O:13])[CH:4]=1.[F:14][C:15]([F:24])([F:23])[C:16]1[CH:17]=[C:18]([CH:20]=[CH:21][CH:22]=1)[NH2:19].[CH3:25][C:26]1[N:27]=[CH:28][S:29][C:30]=1[C:31](O)=[O:32], predict the reaction product. (6) Given the reactants S1C=CC2C=C(C(=O)CC)C=CC1=2.[C:14]([O:18]C)(=[O:17])[CH2:15][SH:16].[Br:20][C:21]1[CH:22]=[CH:23][C:24](F)=[C:25]([CH:28]=1)[CH:26]=O, predict the reaction product. The product is: [Br:20][C:21]1[CH:22]=[CH:23][C:24]2[S:16][C:15]([C:14]([OH:18])=[O:17])=[CH:26][C:25]=2[CH:28]=1.